This data is from Peptide-MHC class I binding affinity with 185,985 pairs from IEDB/IMGT. The task is: Regression. Given a peptide amino acid sequence and an MHC pseudo amino acid sequence, predict their binding affinity value. This is MHC class I binding data. (1) The peptide sequence is GVTSSGAIYK. The MHC is HLA-A11:01 with pseudo-sequence HLA-A11:01. The binding affinity (normalized) is 0.590. (2) The peptide sequence is CDWTFSGIVN. The MHC is H-2-Kb with pseudo-sequence H-2-Kb. The binding affinity (normalized) is 0.